Dataset: Reaction yield outcomes from USPTO patents with 853,638 reactions. Task: Predict the reaction yield, written as a fraction of the theoretical maximum amount of product (1.0 means a 100% yield; for example, 0.34 means a 34% yield). (1) The reactants are O[C:2]1([C:23]2[CH:28]=[CH:27][CH:26]=[CH:25][C:24]=2[CH3:29])[C:6]2[CH:7]=[C:8]([NH:13][C:14](=[O:20])[CH2:15][C:16]([CH3:19])([CH3:18])[CH3:17])[C:9]([CH3:12])=[C:10]([CH3:11])[C:5]=2[O:4][C:3]1([CH3:22])[CH3:21].C([SiH](CC)CC)C.O. The catalyst is FC(F)(F)C(O)=O. The product is [CH3:17][C:16]([CH3:19])([CH3:18])[CH2:15][C:14]([NH:13][C:8]1[C:9]([CH3:12])=[C:10]([CH3:11])[C:5]2[O:4][C:3]([CH3:21])([CH3:22])[CH:2]([C:23]3[CH:28]=[CH:27][CH:26]=[CH:25][C:24]=3[CH3:29])[C:6]=2[CH:7]=1)=[O:20]. The yield is 0.790. (2) The reactants are [CH2:1]([C:3]1[C:7]2[CH:8]=[CH:9][CH:10]=[CH:11][C:6]=2[O:5][C:4]=1[CH2:12][NH:13][CH3:14])[CH3:2].[O:15]=[C:16]1[CH2:21][O:20][C:19]2[CH:22]=[C:23](/[CH:26]=[CH:27]/[C:28]([OH:30])=O)[CH:24]=[N:25][C:18]=2[NH:17]1.ON1C2C=CC=CC=2N=N1.C(N(C(C)C)CC)(C)C.CN(C)CCCN=C=NCC. The catalyst is CN(C=O)C.O. The product is [CH2:1]([C:3]1[C:7]2[CH:8]=[CH:9][CH:10]=[CH:11][C:6]=2[O:5][C:4]=1[CH2:12][N:13]([CH3:14])[C:28](=[O:30])/[CH:27]=[CH:26]/[C:23]1[CH:24]=[N:25][C:18]2[NH:17][C:16](=[O:15])[CH2:21][O:20][C:19]=2[CH:22]=1)[CH3:2]. The yield is 0.520. (3) The reactants are I[C:2]1[CH:7]=[CH:6][C:5]([CH3:8])=[CH:4][N:3]=1.[C:9]([O:17][CH2:18][CH3:19])(=[O:16])[CH2:10][C:11]([O:13][CH2:14][CH3:15])=[O:12].C(=O)([O-])[O-].[Cs+].[Cs+].N1C=CC=CC=1C(O)=O. The yield is 0.230. The product is [CH2:14]([O:13][C:11](=[O:12])[CH:10]([C:2]1[CH:7]=[CH:6][C:5]([CH3:8])=[CH:4][N:3]=1)[C:9]([O:17][CH2:18][CH3:19])=[O:16])[CH3:15]. The catalyst is O1CCOCC1.[Cu]I. (4) The reactants are C(OC([NH:8][C:9]1[CH:14]=[CH:13][CH:12]=[C:11]([O:15][CH3:16])[C:10]=1[C:17](=[O:23])[C:18](OCC)=[O:19])=O)(C)(C)C.OS(O)(=O)=O. No catalyst specified. The product is [CH3:16][O:15][C:11]1[CH:12]=[CH:13][CH:14]=[C:9]2[C:10]=1[C:17](=[O:23])[C:18](=[O:19])[NH:8]2. The yield is 0.190. (5) The reactants are [C:1]1([N:7]([C:14]2[CH:19]=[CH:18][CH:17]=[CH:16][CH:15]=2)[C:8]2[CH:13]=[CH:12][CH:11]=[CH:10][CH:9]=2)[CH:6]=[CH:5][CH:4]=[CH:3][CH:2]=1.[Br:20]N1C(=O)CCC1=O.C(OCC)(=O)C. The catalyst is O. The product is [CH:17]1[CH:16]=[CH:15][C:14]([N:7]([C:1]2[CH:2]=[CH:3][C:4]([Br:20])=[CH:5][CH:6]=2)[C:8]2[CH:13]=[CH:12][CH:11]=[CH:10][CH:9]=2)=[CH:19][CH:18]=1. The yield is 0.660. (6) The reactants are C(OC(=O)C)(=O)C.O[CH:9]([C:16]1[CH:21]=[CH:20][CH:19]=[CH:18][N:17]=1)[C:10](=[CH2:15])[C:11]([O:13][CH3:14])=[O:12]. The catalyst is C(=O)(O)[O-].[Na+]. The product is [CH:9]1[C:10]([C:11]([O:13][CH3:14])=[O:12])=[CH:15][N:17]2[C:16]=1[CH:21]=[CH:20][CH:19]=[CH:18]2. The yield is 0.350. (7) The product is [CH3:1][O:2][C:3]1[CH:4]=[CH:5][C:6]([CH2:7][N:8]2[CH:12]=[C:11]3[C:13](=[O:19])[CH2:14][CH2:15][CH2:16][CH:21]=[CH:20][C:10]3=[N:9]2)=[CH:22][CH:23]=1. The yield is 0.730. The catalyst is C(Cl)Cl.Cl[Ru](=C1N(C2C(C)=CC(C)=CC=2C)CCN1C1C(C)=CC(C)=CC=1C)(Cl)(=CC1C=CC=CC=1)[P](C1CCCCC1)(C1CCCCC1)C1CCCCC1. The reactants are [CH3:1][O:2][C:3]1[CH:23]=[CH:22][C:6]([CH2:7][N:8]2[CH:12]=[C:11]([C:13](=[O:19])[CH2:14][CH2:15][CH2:16]C=C)[C:10]([CH:20]=[CH2:21])=[N:9]2)=[CH:5][CH:4]=1.